From a dataset of Experimentally validated miRNA-target interactions with 360,000+ pairs, plus equal number of negative samples. Binary Classification. Given a miRNA mature sequence and a target amino acid sequence, predict their likelihood of interaction. (1) The miRNA is hsa-miR-4709-3p with sequence UUGAAGAGGAGGUGCUCUGUAGC. The protein sequence of the target gene is MAAAAASLRGVVLGPRGAGLPGARARGLLCSARPGQLPLRTPQAVALSSKSGLSRGRKVMLSALGMLAAGGAGLAMALHSAVSASDLELHPPSYPWSHRGLLSSLDHTSIRRGFQVYKQVCASCHSMDFVAYRHLVGVCYTEDEAKELAAEVEVQDGPNEDGEMFMRPGKLFDYFPKPYPNSEAARAANNGALPPDLSYIVRARHGGEDYVFSLLTGYCEPPTGVSLREGLYFNPYFPGQAIAMAPPIYTDVLEFDDGTPATMSQIAKDVCTFLRWASEPEHDHRKRMGLKMLMMMALLV.... Result: 0 (no interaction). (2) The miRNA is hsa-miR-6886-3p with sequence UGCCCUUCUCUCCUCCUGCCU. The protein sequence of the target gene is MNSGGGLPPPSAAASPSSSSLAAAVAVVAPPGVGGVPGGAAVGVKLKYCRYYAKDKTCFYGEECQFLHEDPAAGAAPGLGLHSNSVPLALAGAPVAGFPPGAVAGGGAGPPPGPKKPDLGDPGTGAAAGGGGSSGGLDGPRLAIPGMDGGALTDTSLTDSYFSTSFIGVNGFGSPVETKYPLMQRMTNSSSSPSLLNDSAKPYSAHDPLTSPASSLFNDFGALNISQRRKPRKYRLGMLEERLVPMGSKARKAKNPIGCLADRCKSGVPINMVWWNRVTENNLQTPNPTASEFIPKGGST.... Result: 0 (no interaction). (3) The miRNA is hsa-miR-6769b-5p with sequence UGGUGGGUGGGGAGGAGAAGUGC. The protein sequence of the target gene is MSQSSRLCSGYYSLNRSFVEPFQCPQRGDGAALLYCCGFADLKYCCSEPGSYFPYKHSYMWSLSIGALVGLGIAALVLLAFVISVCVLCYLFLYTKPQRLDNGLKLQHLETSSTLEGNINRKAKGLNAVSNSTNETFYEADDGTQEKTMDITQINIAC. Result: 0 (no interaction). (4) The miRNA is hsa-miR-331-3p with sequence GCCCCUGGGCCUAUCCUAGAA. The protein sequence of the target gene is MATEHPEPPKAELQLPPPPPPGHYGAWAAQELQAKLAEIGAPIQGNREELVERLQSYTRQTGIVLNRPVLRGEDGDKAAPPPMSAQLPGIPMPPPPLGLPPLQPPPPPPPPPPGLGLGFPMAHPPNLGPPPPLRVGEPVALSEEERLKLAQQQAALLMQQEERAKQQGDHSLKEHELLEQQKRAAVLLEQERQQEIAKMGTPVPRPPQDMGQIGVRTPLGPRVAAPVGPVGPTPTVLPMGAPVPRPRGPPPPPGDENREMDDPSVGPKIPQALEKILQLKESRQEEMNSQQEEEEMETDA.... Result: 1 (interaction). (5) The miRNA is hsa-miR-152-5p with sequence AGGUUCUGUGAUACACUCCGACU. The protein sequence of the target gene is MAVALLEEWCKIMGVDVQKSLLVVDIPVDCGEPEIQTVLQEALKCVGSYRLLGKIFQKQDNTSVVLVELMEDTDMSVVPSEVQGKGGVWKVIFKTPNQDTEFLQRLNLFLEKEGQTVAGMFRALKHEGVSPATPPCTSPELLAHLTGQAMVHGQRPLLPVKYCKMRIFSGSTAAAPEEEPFEVWLEQATEIAKEWPIPEAEKKRWVAESLRGPALDLMHIVQADNPSISVGECLEAFKQVFGSTESRRTSQVKYLRTYQQEGEKISAYVLRLETLLRRAVEKRAIPRNIADQVRLEQVMA.... Result: 0 (no interaction). (6) The miRNA is hsa-miR-4474-5p with sequence UUAGUCUCAUGAUCAGACACA. The protein sequence of the target gene is MDQYVSTAPPRFPIAQLGTFKQDSAGMGRIFKGNLLQKKALTTFENEHHIRFFTLLVLFHVMVLLRNHSRIQGVSEDWKRANSIFRNFLRLKSSRNTAEAE. Result: 1 (interaction). (7) The miRNA is mmu-miR-411-5p with sequence UAGUAGACCGUAUAGCGUACG. The protein sequence of the target gene is METETKTLPLENASILSEGSLQEGHRLWIGNLDPKITEYHLLKLLQKFGKVKQFDFLFHKSGALEGQPRGYCFVNFETKQEAEQAIQCLNGKLALSKKLVVRWAHAQVKRYDHNKNDKILPISLEPSSSTEPAQSNLSVTAKIKAIEAKLKMMAENPDAEYPAAPVYSYFKPPDKKRTTPYSRTAWKSRR. Result: 0 (no interaction). (8) Result: 1 (interaction). The miRNA is hsa-miR-199a-5p with sequence CCCAGUGUUCAGACUACCUGUUC. The protein sequence of the target gene is MRLTGPWKLWLWMSIFLLPASTSVTVRDKTEESCPILRIEGHQLTYDNINKLEVSGFDLGDSFSLRRAFCESDKTCFKLGSALLIRDTIKIFPKGLPEEYSVAAMFRVRRNAKKERWFLWQVLNQQNIPQISIVVDGGKKVVEFMFQATEGDVLNYIFRNRELRPLFDRQWHKLGISIQSQVISLYMDCNLIARRQTDEKDTVDFHGRTVIATRASDGKPVDIELHQLKIYCSANLIAQETCCEISDTKCPEQDGFGNIASSWVTAHASKMSSYLPAKQELKDQCQCIPNKGEAGLPGAP.... (9) The miRNA is hsa-miR-6877-3p with sequence CAGCCUCUGCCCUUGGCCUCC. The protein sequence of the target gene is MTTKRSLFVRLVPCRCLRGEEETVTTLDYSHCSLEQVPKEIFTFEKTLEELYLDANQIEELPKQLFNCQSLHKLSLPDNDLTTLPASIANLINLRELDVSKNGIQEFPENIKNCKVLTIVEASVNPISKLPDGFSQLLNLTQLYLNDAFLEFLPANFGRLTKLQILELRENQLKMLPKTMNRLTQLERLDLGSNEFTEVPEVLEQLSGLKEFWMDANRLTFIPGFIGSLKQLTYLDVSKNNIEMVEEGISTCENLQDLLLSSNSLQQLPETIGSLKNITTLKIDENQLMYLPDSIGGLIS.... Result: 1 (interaction). (10) The miRNA is hsa-miR-4480 with sequence AGCCAAGUGGAAGUUACUUUA. The protein sequence of the target gene is MASRLLRGAGTLAAQALRARGPSGAAAMRSMASGGGVPTDEEQATGLEREIMLAAKKGLDPYNVLAPKGASGTREDPNLVPSISNKRIVGCICEEDNTSVVWFWLHKGEAQRCPRCGAHYKLVPQQLAH. Result: 0 (no interaction).